From a dataset of Peptide-MHC class I binding affinity with 185,985 pairs from IEDB/IMGT. Regression. Given a peptide amino acid sequence and an MHC pseudo amino acid sequence, predict their binding affinity value. This is MHC class I binding data. (1) The MHC is H-2-Db with pseudo-sequence H-2-Db. The binding affinity (normalized) is 0.00610. The peptide sequence is ILHRWYEHM. (2) The peptide sequence is IQTPTKLMNK. The MHC is H-2-Kb with pseudo-sequence H-2-Kb. The binding affinity (normalized) is 0.